From a dataset of Peptide-MHC class II binding affinity with 134,281 pairs from IEDB. Regression. Given a peptide amino acid sequence and an MHC pseudo amino acid sequence, predict their binding affinity value. This is MHC class II binding data. (1) The peptide sequence is GGRLAFQEFMIVPCE. The MHC is HLA-DQA10301-DQB10302 with pseudo-sequence HLA-DQA10301-DQB10302. The binding affinity (normalized) is 0.414. (2) The peptide sequence is KILEPFRKYTAFTIP. The MHC is DRB1_0301 with pseudo-sequence DRB1_0301. The binding affinity (normalized) is 0. (3) The peptide sequence is GVKPTHISYIMLIFF. The MHC is DRB1_0801 with pseudo-sequence DRB1_0801. The binding affinity (normalized) is 0.251. (4) The peptide sequence is SNGTGNIVSSVNMVSRL. The MHC is DRB1_1501 with pseudo-sequence DRB1_1501. The binding affinity (normalized) is 0.724. (5) The peptide sequence is KESGDAASGADGTYD. The MHC is DRB3_0202 with pseudo-sequence DRB3_0202. The binding affinity (normalized) is 0. (6) The peptide sequence is AQIKYLVRMRSWPGG. The MHC is HLA-DQA10101-DQB10501 with pseudo-sequence HLA-DQA10101-DQB10501. The binding affinity (normalized) is 0.00625. (7) The peptide sequence is EKKYFAATQFEPLKA. The MHC is HLA-DPA10301-DPB10402 with pseudo-sequence HLA-DPA10301-DPB10402. The binding affinity (normalized) is 0.977. (8) The peptide sequence is VTANRAELKALIASN. The MHC is DRB1_0404 with pseudo-sequence DRB1_0404. The binding affinity (normalized) is 0.678.